Dataset: CYP1A2 inhibition data for predicting drug metabolism from PubChem BioAssay. Task: Regression/Classification. Given a drug SMILES string, predict its absorption, distribution, metabolism, or excretion properties. Task type varies by dataset: regression for continuous measurements (e.g., permeability, clearance, half-life) or binary classification for categorical outcomes (e.g., BBB penetration, CYP inhibition). Dataset: cyp1a2_veith. (1) The drug is Cc1ccccc1-c1nc(N2CCNCC2)c2ccccc2n1. The result is 1 (inhibitor). (2) The compound is O=C(N/N=C/c1ccc(OCc2ccccc2)cc1)c1cccs1. The result is 1 (inhibitor). (3) The drug is Cc1ccc(C)c(/C(=N\N=C(N)N)C2CC2)c1. The result is 0 (non-inhibitor). (4) The molecule is COc1ccc2c(c1)[nH]c1c(C)nccc12. The result is 1 (inhibitor). (5) The molecule is CCC(C)NC(=O)C1c2cc(OC)c(OC)cc2C(=O)N(C)C1c1cccs1. The result is 0 (non-inhibitor). (6) The molecule is O=C1CCCN1CC#CCN1CCCC1. The result is 0 (non-inhibitor).